This data is from Full USPTO retrosynthesis dataset with 1.9M reactions from patents (1976-2016). The task is: Predict the reactants needed to synthesize the given product. (1) Given the product [Cl:33][C:31]1[CH:30]=[CH:29][C:28]([N:34]2[CH:38]=[N:37][CH:36]=[N:35]2)=[C:27]([CH:32]=1)[CH2:26][NH:25][C:23]([C@@H:20]1[CH2:21][CH2:22][N:19]1[C:17](=[O:18])[C@H:16]([NH:15][CH2:14][C:13]([OH:45])=[O:12])[CH:39]1[CH2:40][CH2:41][CH2:42][CH2:43][CH2:44]1)=[O:24], predict the reactants needed to synthesize it. The reactants are: C(O)(C(F)(F)F)=O.C([O:12][C:13](=[O:45])[CH2:14][NH:15][C@H:16]([CH:39]1[CH2:44][CH2:43][CH2:42][CH2:41][CH2:40]1)[C:17]([N:19]1[CH2:22][CH2:21][C@H:20]1[C:23]([NH:25][CH2:26][C:27]1[CH:32]=[C:31]([Cl:33])[CH:30]=[CH:29][C:28]=1[N:34]1[CH:38]=[N:37][CH:36]=[N:35]1)=[O:24])=[O:18])(C)(C)C. (2) Given the product [CH2:3]([O:10][CH2:11][N:12]1[C:17](=[O:18])[C:16]([Br:19])=[N:15][N:14]([CH2:22][C:23](=[O:24])[C:25]2[CH:30]=[CH:29][CH:28]=[CH:27][CH:26]=2)[C:13]1=[O:20])[C:4]1[CH:9]=[CH:8][CH:7]=[CH:6][CH:5]=1, predict the reactants needed to synthesize it. The reactants are: [H-].[Na+].[CH2:3]([O:10][CH2:11][N:12]1[C:17](=[O:18])[C:16]([Br:19])=[N:15][NH:14][C:13]1=[O:20])[C:4]1[CH:9]=[CH:8][CH:7]=[CH:6][CH:5]=1.Br[CH2:22][C:23]([C:25]1[CH:30]=[CH:29][CH:28]=[CH:27][CH:26]=1)=[O:24].O. (3) The reactants are: [C:1]([C:5]1[CH:6]=[C:7]2[C:11](=[CH:12][C:13]=1[N+:14]([O-])=O)[NH:10][CH:9]=[CH:8]2)([CH3:4])([CH3:3])[CH3:2]. Given the product [C:1]([C:5]1[CH:6]=[C:7]2[C:11](=[CH:12][C:13]=1[NH2:14])[NH:10][CH:9]=[CH:8]2)([CH3:4])([CH3:2])[CH3:3], predict the reactants needed to synthesize it. (4) The reactants are: [CH2:1]([O:3][CH2:4][C:5]1[N:6]([CH2:18][C:19]2([OH:23])[CH2:22][CH2:21][CH2:20]2)[C:7]2[C:16]3[CH:15]=[CH:14][CH:13]=[CH:12][C:11]=3[N:10]=[CH:9][C:8]=2[N:17]=1)[CH3:2].C1C=C(Cl)C=C(C(OO)=O)C=1.[OH-].[NH4+:36].S(Cl)(C1C=CC(C)=CC=1)(=O)=O. Given the product [NH2:36][C:9]1[C:8]2[N:17]=[C:5]([CH2:4][O:3][CH2:1][CH3:2])[N:6]([CH2:18][C:19]3([OH:23])[CH2:22][CH2:21][CH2:20]3)[C:7]=2[C:16]2[CH:15]=[CH:14][CH:13]=[CH:12][C:11]=2[N:10]=1, predict the reactants needed to synthesize it. (5) Given the product [OH:28][CH2:27][C@@H:25]([NH:24][C:21]([C:18]1[CH:17]=[N:16][C:15]([O:14][CH2:13][C:12]2[C:8]([C:5]3[CH:4]=[CH:3][C:2]([Cl:1])=[CH:7][CH:6]=3)=[N:9][O:10][CH:11]=2)=[CH:20][N:19]=1)=[O:23])[CH3:26], predict the reactants needed to synthesize it. The reactants are: [Cl:1][C:2]1[CH:7]=[CH:6][C:5]([C:8]2[C:12]([CH2:13][O:14][C:15]3[N:16]=[CH:17][C:18]([C:21]([OH:23])=O)=[N:19][CH:20]=3)=[CH:11][O:10][N:9]=2)=[CH:4][CH:3]=1.[NH2:24][C@@H:25]([CH2:27][OH:28])[CH3:26].O.ON1C2C=CC=CC=2N=N1.C(N(C(C)C)C(C)C)C.Cl.CN(C)CCCN=C=NCC. (6) Given the product [S:7]1[CH:8]=[CH:9][C:10]2[C:2]([C:17](=[O:19])[CH3:18])=[CH:3][CH:4]=[CH:5][C:6]1=2, predict the reactants needed to synthesize it. The reactants are: Br[C:2]1[C:10]2[CH:9]=[CH:8][S:7][C:6]=2[CH:5]=[CH:4][CH:3]=1.[Mg].II.CON(C)[C:17](=[O:19])[CH3:18].Cl. (7) Given the product [O:3]1[CH2:4][CH2:5][O:1][CH:2]1[C:6]1[CH:11]=[C:10]([O:12][CH3:13])[CH:9]=[CH:8][C:7]=1[C@H:14]([C:30]1[CH:34]=[CH:9][C:8]2[C:32](=[CH:10][CH:11]=[CH:6][CH:7]=2)[CH:31]=1)[CH2:15][C:16]([N:18]1[C@H:22]([C:23]2[CH:28]=[CH:27][CH:26]=[CH:25][CH:24]=2)[CH2:21][O:20][C:19]1=[O:29])=[O:17], predict the reactants needed to synthesize it. The reactants are: [O:1]1[CH2:5][CH2:4][O:3][CH:2]1[C:6]1[CH:11]=[C:10]([O:12][CH3:13])[CH:9]=[CH:8][C:7]=1/[CH:14]=[CH:15]/[C:16]([N:18]1[C@H:22]([C:23]2[CH:28]=[CH:27][CH:26]=[CH:25][CH:24]=2)[CH2:21][O:20][C:19]1=[O:29])=[O:17].[CH2:30]1[CH2:34]O[CH2:32][CH2:31]1.